Dataset: Forward reaction prediction with 1.9M reactions from USPTO patents (1976-2016). Task: Predict the product of the given reaction. (1) The product is: [CH3:1][C:2]1[C:6](=[O:7])[O:5][CH2:4][C:3]=1[N:8]1[CH2:12][C:11](=[O:13])[C:10]2([CH2:18][CH2:17][NH:16][CH2:15][CH2:14]2)[C:9]1=[O:26]. Given the reactants [CH3:1][C:2]1[C:6](=[O:7])[O:5][CH2:4][C:3]=1[N:8]1[CH2:12][C:11](=[O:13])[C:10]2([CH2:18][CH2:17][N:16](C(OC(C)(C)C)=O)[CH2:15][CH2:14]2)[C:9]1=[O:26].FC(F)(F)C(O)=O, predict the reaction product. (2) The product is: [CH3:57][O:58][C:59](=[O:68])[CH:60]([P:62]([O:64][CH3:65])([O:66][CH3:67])=[O:63])[NH:61][C:23](=[O:24])[C:22]1[C:21]([CH3:20])=[CH:29][C:28]([C:30]([NH:32][CH2:33][C:34]2[CH:39]=[CH:38][CH:37]=[C:36]([O:40][Si:41]([C:44]([CH3:47])([CH3:46])[CH3:45])([CH3:43])[CH3:42])[CH:35]=2)=[O:31])=[CH:27][C:26]=1[CH3:48]. Given the reactants C1(P(C2C=CC=CC=2)C2C=CC=CC=2)C=CC=CC=1.[CH3:20][C:21]1[CH:29]=[C:28]([C:30]([NH:32][CH2:33][C:34]2[CH:39]=[CH:38][CH:37]=[C:36]([O:40][Si:41]([C:44]([CH3:47])([CH3:46])[CH3:45])([CH3:43])[CH3:42])[CH:35]=2)=[O:31])[CH:27]=[C:26]([CH3:48])[C:22]=1[C:23](O)=[O:24].ClN1C(=O)CCC1=O.[CH3:57][O:58][C:59](=[O:68])[CH:60]([P:62]([O:66][CH3:67])([O:64][CH3:65])=[O:63])[NH2:61].COC(=O)C(P(OC)(OC)=O)NC(OCC1C=CC=CC=1)=O, predict the reaction product. (3) Given the reactants [Cl:1][C:2]1[CH:3]=[CH:4][C:5]([O:16][C:17]([CH3:35])([C:19]2[N:23]([CH3:24])[C:22]([C:25]3[CH:30]=[CH:29][CH:28]=[CH:27][C:26]=3[C:31]([F:34])([F:33])[F:32])=[N:21][N:20]=2)[CH3:18])=[C:6]([C:8]2[O:9][CH:10]=[C:11]([C:13](O)=O)[N:12]=2)[CH:7]=1.FC(F)(F)S(OS(C(F)(F)F)(=O)=O)(=O)=O.C1CCN2C(=[N:55]CCC2)CC1.FC(F)(F)C(OC(=O)C(F)(F)F)=O.C(=O)(O)[O-].[Na+], predict the reaction product. The product is: [Cl:1][C:2]1[CH:3]=[CH:4][C:5]([O:16][C:17]([CH3:18])([C:19]2[N:23]([CH3:24])[C:22]([C:25]3[CH:30]=[CH:29][CH:28]=[CH:27][C:26]=3[C:31]([F:34])([F:32])[F:33])=[N:21][N:20]=2)[CH3:35])=[C:6]([C:8]2[O:9][CH:10]=[C:11]([C:13]#[N:55])[N:12]=2)[CH:7]=1. (4) Given the reactants [CH3:1][C@@H:2]1[CH2:6][CH2:5][CH2:4][N:3]1[CH2:7][CH2:8][CH2:9][O:10][C:11]1[CH:16]=[CH:15][C:14]([C:17]2[S:18][C:19]3[CH2:20][NH:21][CH2:22][CH2:23][C:24]=3[N:25]=2)=[CH:13][CH:12]=1.C(=O)([O-])[O-].[K+].[K+].[I-].[Na+].Br[CH2:35][C:36]([NH2:38])=[O:37], predict the reaction product. The product is: [CH3:1][C@@H:2]1[CH2:6][CH2:5][CH2:4][N:3]1[CH2:7][CH2:8][CH2:9][O:10][C:11]1[CH:12]=[CH:13][C:14]([C:17]2[S:18][C:19]3[CH2:20][N:21]([CH2:35][C:36]([NH2:38])=[O:37])[CH2:22][CH2:23][C:24]=3[N:25]=2)=[CH:15][CH:16]=1. (5) Given the reactants [C:1]([O:4][CH2:5][C:6]([CH3:46])([CH3:45])[CH2:7][N:8]1[C:14]2[CH:15]=[CH:16][C:17]([Cl:19])=[CH:18][C:13]=2[C@@H:12]([C:20]2[CH:25]=[CH:24][CH:23]=[C:22]([O:26][CH3:27])[C:21]=2[O:28][CH3:29])[O:11][C@H:10]([CH2:30][C:31]([NH:33][NH:34][C:35](=O)[CH2:36][CH2:37][C:38]([O:40][CH2:41][CH3:42])=[O:39])=O)[C:9]1=[O:44])(=[O:3])[CH3:2].COC1C=CC(P2(SP(C3C=CC(OC)=CC=3)(=S)S2)=[S:56])=CC=1.O, predict the reaction product. The product is: [C:1]([O:4][CH2:5][C:6]([CH3:46])([CH3:45])[CH2:7][N:8]1[C:14]2[CH:15]=[CH:16][C:17]([Cl:19])=[CH:18][C:13]=2[C@@H:12]([C:20]2[CH:25]=[CH:24][CH:23]=[C:22]([O:26][CH3:27])[C:21]=2[O:28][CH3:29])[O:11][C@H:10]([CH2:30][C:31]2[S:56][C:35]([CH2:36][CH2:37][C:38]([O:40][CH2:41][CH3:42])=[O:39])=[N:34][N:33]=2)[C:9]1=[O:44])(=[O:3])[CH3:2]. (6) Given the reactants [OH:1][C@H:2]1[CH2:7][CH2:6][C@H:5]([N:8]2[C:16](=[O:17])[C:15]3[C:10](=[CH:11][CH:12]=[CH:13][CH:14]=3)[C:9]2=[O:18])[CH2:4][CH2:3]1.[H-].[Na+].[CH2:21](Br)[CH2:22][CH3:23], predict the reaction product. The product is: [CH2:21]([O:1][C@H:2]1[CH2:3][CH2:4][C@H:5]([N:8]2[C:9](=[O:18])[C:10]3[C:15](=[CH:14][CH:13]=[CH:12][CH:11]=3)[C:16]2=[O:17])[CH2:6][CH2:7]1)[CH2:22][CH3:23].